Dataset: Reaction yield outcomes from USPTO patents with 853,638 reactions. Task: Predict the reaction yield, written as a fraction of the theoretical maximum amount of product (1.0 means a 100% yield; for example, 0.34 means a 34% yield). (1) The reactants are [NH:1]1[C:5]2=[N:6][CH:7]=[CH:8][CH:9]=[C:4]2[C:3](/[CH:10]=[C:11]2\[O:12][C:13]3[C:20]([CH2:21][N:22]4[CH2:27][CH2:26][N:25](C(OC(C)(C)C)=O)[CH2:24][CH2:23]4)=[C:19]([OH:35])[CH:18]=[CH:17][C:14]=3[C:15]\2=[O:16])=[CH:2]1.[ClH:36]. The yield is 0.640. The catalyst is C(Cl)Cl.O1CCOCC1. The product is [ClH:36].[ClH:36].[ClH:36].[NH:1]1[C:5]2=[N:6][CH:7]=[CH:8][CH:9]=[C:4]2[C:3](/[CH:10]=[C:11]2\[O:12][C:13]3[C:20]([CH2:21][N:22]4[CH2:23][CH2:24][NH:25][CH2:26][CH2:27]4)=[C:19]([OH:35])[CH:18]=[CH:17][C:14]=3[C:15]\2=[O:16])=[CH:2]1. (2) The reactants are [CH3:1][O:2][C:3](=[O:10])[CH2:4][CH2:5][CH2:6][C:7](Cl)=[O:8].[CH2:11]([O:13][C:14](=[O:58])[CH2:15][CH2:16][CH2:17][CH2:18][CH2:19][NH:20][C:21]([NH:23][C:24]1[CH:29]=[C:28]([CH3:30])[C:27]([C:31]2[CH:36]=[CH:35][CH:34]=[C:33]([S:37]([C:40]3[CH:44]=[C:43]([C:45]([NH:47][C:48]([O:50][C:51]([CH3:54])([CH3:53])[CH3:52])=[O:49])=[NH:46])[S:42][C:41]=3[S:55][CH3:56])(=[O:39])=[O:38])[CH:32]=2)=[C:26]([NH2:57])[CH:25]=1)=[O:22])[CH3:12].C(N(CC)CC)C. The catalyst is C(Cl)Cl.CCOC(C)=O. The yield is 0.545. The product is [CH2:11]([O:13][C:14](=[O:58])[CH2:15][CH2:16][CH2:17][CH2:18][CH2:19][NH:20][C:21]([NH:23][C:24]1[CH:29]=[C:28]([CH3:30])[C:27]([C:31]2[CH:36]=[CH:35][CH:34]=[C:33]([S:37]([C:40]3[CH:44]=[C:43]([C:45]([NH:47][C:48]([O:50][C:51]([CH3:52])([CH3:53])[CH3:54])=[O:49])=[NH:46])[S:42][C:41]=3[S:55][CH3:56])(=[O:39])=[O:38])[CH:32]=2)=[C:26]([NH:57][C:7](=[O:8])[CH2:6][CH2:5][CH2:4][C:3]([O:2][CH3:1])=[O:10])[CH:25]=1)=[O:22])[CH3:12]. (3) The reactants are [Cl:1][C:2]1[N:3]=[C:4](Cl)[C:5]2[C:10]([C:11]3[CH:20]=[CH:19][C:14]4[N:15]=[C:16]([CH3:18])[O:17][C:13]=4[CH:12]=3)=[CH:9][N:8]([CH2:21][O:22][CH2:23][CH2:24][Si:25]([CH3:28])([CH3:27])[CH3:26])[C:6]=2[N:7]=1.[CH:30]1([OH:33])[CH2:32][CH2:31]1.CC(C)([O-])C.[Na+]. The catalyst is O1CCOCC1. The product is [Cl:1][C:2]1[N:3]=[C:4]([O:33][CH:30]2[CH2:32][CH2:31]2)[C:5]2[C:10]([C:11]3[CH:20]=[CH:19][C:14]4[N:15]=[C:16]([CH3:18])[O:17][C:13]=4[CH:12]=3)=[CH:9][N:8]([CH2:21][O:22][CH2:23][CH2:24][Si:25]([CH3:28])([CH3:27])[CH3:26])[C:6]=2[N:7]=1. The yield is 0.800. (4) The product is [I:1][C:2]1[CH:3]=[C:4]([CH:7]=[CH:8][CH:9]=1)[CH2:5][P:10](=[O:17])([O:14][CH2:15][CH3:16])[O:11][CH2:12][CH3:13]. The yield is 0.910. The catalyst is CCOC(C)=O. The reactants are [I:1][C:2]1[CH:3]=[C:4]([CH:7]=[CH:8][CH:9]=1)[CH2:5]Br.[P:10]([O:17]CC)([O:14][CH2:15][CH3:16])[O:11][CH2:12][CH3:13]. (5) The reactants are [Cl:1][C:2]1[CH:7]=[C:6]([O:8][C:9]2[C:10]3[N:17]([CH3:18])[CH:16]=[CH:15][C:11]=3[N:12]=[CH:13][N:14]=2)[CH:5]=[CH:4][C:3]=1[NH:19][C:20]([NH:22][C:23]1[CH:32]=[C:31]2[C:26]([CH2:27][CH2:28][N:29](C(=O)C(F)(F)F)[CH2:30]2)=[CH:25][CH:24]=1)=[O:21].[OH-].[K+]. The catalyst is CO.O. The product is [Cl:1][C:2]1[CH:7]=[C:6]([O:8][C:9]2[C:10]3[N:17]([CH3:18])[CH:16]=[CH:15][C:11]=3[N:12]=[CH:13][N:14]=2)[CH:5]=[CH:4][C:3]=1[NH:19][C:20]([NH:22][C:23]1[CH:32]=[C:31]2[C:26]([CH2:27][CH2:28][NH:29][CH2:30]2)=[CH:25][CH:24]=1)=[O:21]. The yield is 0.610. (6) The reactants are O=C1CCC(=O)N1[O:8][C:9](=O)[CH2:10][CH2:11][C@H:12]([NH:20][C:21](=[O:47])[CH2:22][CH2:23][CH2:24][CH2:25][CH2:26][CH2:27][CH2:28][CH2:29][CH2:30][CH2:31][CH2:32][CH2:33][CH2:34][CH2:35][CH2:36][CH2:37][CH2:38][CH2:39][C:40]([O:42][C:43]([CH3:46])([CH3:45])[CH3:44])=[O:41])[C:13]([O:15][C:16]([CH3:19])([CH3:18])[CH3:17])=[O:14].[NH2:49][C@H:50]([C:56]([O:58][C:59]([CH3:62])([CH3:61])[CH3:60])=[O:57])[CH2:51][CH2:52][C:53](=[O:55])[OH:54].CCN(C(C)C)C(C)C. The catalyst is C1COCC1.O. The product is [C:59]([O:58][C:56](=[O:57])[C@@H:50]([NH:49][C:9](=[O:8])[CH2:10][CH2:11][CH:12]([C:13]([O:15][C:16]([CH3:19])([CH3:18])[CH3:17])=[O:14])[NH:20][C:21](=[O:47])[CH2:22][CH2:23][CH2:24][CH2:25][CH2:26][CH2:27][CH2:28][CH2:29][CH2:30][CH2:31][CH2:32][CH2:33][CH2:34][CH2:35][CH2:36][CH2:37][CH2:38][CH2:39][C:40]([O:42][C:43]([CH3:44])([CH3:45])[CH3:46])=[O:41])[CH2:51][CH2:52][C:53]([OH:54])=[O:55])([CH3:62])([CH3:61])[CH3:60]. The yield is 0.610. (7) The reactants are [C:1]1([C:7]2[O:16][C:10]3[N:11]=[CH:12][N:13]=[C:14]([NH2:15])[C:9]=3[CH:8]=2)[CH:6]=[CH:5][CH:4]=[CH:3][CH:2]=1.[Br:17]N1C(=O)CCC1=O. The catalyst is C(Cl)(Cl)(Cl)Cl. The product is [Br:17][C:8]1[C:9]2[C:14]([NH2:15])=[N:13][CH:12]=[N:11][C:10]=2[O:16][C:7]=1[C:1]1[CH:2]=[CH:3][CH:4]=[CH:5][CH:6]=1. The yield is 0.782.